From a dataset of Peptide-MHC class II binding affinity with 134,281 pairs from IEDB. Regression. Given a peptide amino acid sequence and an MHC pseudo amino acid sequence, predict their binding affinity value. This is MHC class II binding data. (1) The peptide sequence is GELQIVDKIDCAFKI. The MHC is DRB1_1101 with pseudo-sequence DRB1_1101. The binding affinity (normalized) is 0.702. (2) The MHC is DRB1_0301 with pseudo-sequence DRB1_0301. The peptide sequence is MMFLSLGVGADQGCAR. The binding affinity (normalized) is 0.638. (3) The peptide sequence is GFIFFFLFNILTGKK. The MHC is H-2-IAd with pseudo-sequence H-2-IAd. The binding affinity (normalized) is 0.245. (4) The peptide sequence is SQDLEFSWNLNGLQAY. The binding affinity (normalized) is 0.556. The MHC is HLA-DQA10301-DQB10302 with pseudo-sequence HLA-DQA10301-DQB10302. (5) The peptide sequence is LDISLETVAIDRPAE. The MHC is DRB1_0101 with pseudo-sequence DRB1_0101. The binding affinity (normalized) is 0.208. (6) The peptide sequence is LDGNLLSSNDLAKYK. The MHC is HLA-DPA10301-DPB10402 with pseudo-sequence HLA-DPA10301-DPB10402. The binding affinity (normalized) is 0.369. (7) The peptide sequence is NDKFTVFEGAFNKAI. The MHC is HLA-DQA10104-DQB10503 with pseudo-sequence HLA-DQA10104-DQB10503. The binding affinity (normalized) is 0.275. (8) The peptide sequence is TSGSPIVNRNGEVIG. The MHC is DRB1_1301 with pseudo-sequence DRB1_1301. The binding affinity (normalized) is 0.237.